Dataset: Catalyst prediction with 721,799 reactions and 888 catalyst types from USPTO. Task: Predict which catalyst facilitates the given reaction. (1) Reactant: [O:1]=[C:2](Cl)[O:3][C:4](Cl)(Cl)Cl.[F:9][C:10]([F:19])([F:18])[C:11]1[CH:16]=[CH:15][N:14]=C(O)[N:12]=1.[Cl:20][C:21]1[CH:22]=[C:23]([NH:27][CH3:28])[CH:24]=[CH:25][CH:26]=1. Product: [F:9][C:10]([F:19])([F:18])[C:11]1[CH:16]=[CH:15][N:14]=[C:4]([O:3][C:2](=[O:1])[N:27]([C:23]2[CH:24]=[CH:25][CH:26]=[C:21]([Cl:20])[CH:22]=2)[CH3:28])[N:12]=1. The catalyst class is: 7. (2) Reactant: [Al+3].[Cl-].[Cl-].[Cl-].[O:5]1[C:14]2[C:9](=[CH:10][CH:11]=[CH:12][CH:13]=2)[C:8](=[O:15])[CH2:7][CH2:6]1.[Br:16]Br. The catalyst class is: 2. Product: [Br:16][C:12]1[CH:13]=[C:14]2[C:9]([C:8](=[O:15])[CH2:7][CH2:6][O:5]2)=[CH:10][CH:11]=1.